The task is: Predict the product of the given reaction.. This data is from Forward reaction prediction with 1.9M reactions from USPTO patents (1976-2016). (1) Given the reactants P(Cl)(Cl)([Cl:3])=O.[F:6][C:7]1[CH:8]=[N:9][CH:10]=[CH:11][C:12]=1[C:13]1[N:18]=[C:17](S)[N:16]([CH3:20])[C:15](=[O:21])[CH:14]=1, predict the reaction product. The product is: [Cl:3][C:17]1[N:16]([CH3:20])[C:15](=[O:21])[CH:14]=[C:13]([C:12]2[CH:11]=[CH:10][N:9]=[CH:8][C:7]=2[F:6])[N:18]=1. (2) Given the reactants [Cl:1][C:2]1[CH:7]=[CH:6][C:5]([C:8]2([CH3:35])[C:12]([C:14]3[CH:19]=[CH:18][C:17]([Cl:20])=[CH:16][CH:15]=3)([CH3:13])[NH:11][C:10]([C:21]3[CH:26]=[CH:25][C:24]([C:27]([O:30][CH3:31])([CH3:29])[CH3:28])=[CH:23][C:22]=3[O:32][CH2:33][CH3:34])=[N:9]2)=[CH:4][CH:3]=1.[C:36](Cl)([Cl:38])=[O:37], predict the reaction product. The product is: [Cl:1][C:2]1[CH:7]=[CH:6][C:5]([C:8]2([CH3:35])[C:12]([C:14]3[CH:15]=[CH:16][C:17]([Cl:20])=[CH:18][CH:19]=3)([CH3:13])[N:11]([C:36]([Cl:38])=[O:37])[C:10]([C:21]3[CH:26]=[CH:25][C:24]([C:27]([O:30][CH3:31])([CH3:28])[CH3:29])=[CH:23][C:22]=3[O:32][CH2:33][CH3:34])=[N:9]2)=[CH:4][CH:3]=1. (3) The product is: [NH2:29][C:27]1[C:22]2([CH2:26][CH2:25][CH2:24][CH2:23]2)[S:21](=[O:30])(=[O:31])[CH2:20][C@:19]([C:17]2[CH:18]=[C:13]([NH:12][C:9]([C:6]3[CH:5]=[CH:4][C:3]([C:1]#[N:2])=[CH:8][N:7]=3)=[O:11])[CH:14]=[CH:15][C:16]=2[F:33])([CH3:32])[N:28]=1. Given the reactants [C:1]([C:3]1[CH:4]=[CH:5][C:6]([C:9]([OH:11])=O)=[N:7][CH:8]=1)#[N:2].[NH2:12][C:13]1[CH:14]=[CH:15][C:16]([F:33])=[C:17]([C@@:19]2([CH3:32])[N:28]=[C:27]([NH2:29])[C:22]3([CH2:26][CH2:25][CH2:24][CH2:23]3)[S:21](=[O:31])(=[O:30])[CH2:20]2)[CH:18]=1, predict the reaction product. (4) Given the reactants C([O:4][C@@H:5]1[C@@H:10]([O:11]C(=O)C)[C@H:9]([O:15]C(=O)C)[C@@H:8]([CH2:19][O:20]C(=O)C)[O:7][C@H:6]1[O:24][C:25]1[C:30]2[C:31]([CH2:34][CH2:35][C:36]3[CH:41]=[CH:40][C:39]([O:42][CH2:43][CH2:44][CH2:45][OH:46])=[CH:38][CH:37]=3)=[CH:32][O:33][C:29]=2[CH:28]=[CH:27][CH:26]=1)(=O)C.C[O-].[Na+], predict the reaction product. The product is: [C@@H:6]1([O:24][C:25]2[C:30]3[C:31]([CH2:34][CH2:35][C:36]4[CH:37]=[CH:38][C:39]([O:42][CH2:43][CH2:44][CH2:45][OH:46])=[CH:40][CH:41]=4)=[CH:32][O:33][C:29]=3[CH:28]=[CH:27][CH:26]=2)[O:7][C@H:8]([CH2:19][OH:20])[C@@H:9]([OH:15])[C@H:10]([OH:11])[C@H:5]1[OH:4].